Task: Predict the reactants needed to synthesize the given product.. Dataset: Full USPTO retrosynthesis dataset with 1.9M reactions from patents (1976-2016) (1) The reactants are: [CH3:1][O:2][C:3]1[CH:8]=[C:7]([CH3:9])[CH:6]=[C:5]([CH3:10])[C:4]=1[C:11]1[N:16]2[N:17]=[C:18]([S:26][CH3:27])[C:19]([NH:20][CH2:21][CH:22]3[CH2:25][CH2:24][O:23]3)=[C:15]2[CH:14]=[CH:13][CH:12]=1.[H-].[Na+].[CH:30]1([CH2:33]Br)[CH2:32][CH2:31]1.O. Given the product [CH:30]1([CH2:33][N:20]([C:19]2[C:18]([S:26][CH3:27])=[N:17][N:16]3[C:11]([C:4]4[C:5]([CH3:10])=[CH:6][C:7]([CH3:9])=[CH:8][C:3]=4[O:2][CH3:1])=[CH:12][CH:13]=[CH:14][C:15]=23)[CH2:21][CH:22]2[CH2:25][CH2:24][O:23]2)[CH2:32][CH2:31]1, predict the reactants needed to synthesize it. (2) Given the product [NH2:32][C:30]1[CH:29]=[CH:28][C:3]([O:4][C:5]2[CH:10]=[CH:9][N:8]=[C:7]3[CH:11]=[C:12]([C:14]4[N:19]=[CH:18][C:17]([CH2:20][CH2:21][N:22]5[CH2:26][CH2:25][CH2:24][C:23]5=[O:27])=[CH:16][CH:15]=4)[S:13][C:6]=23)=[C:2]([F:1])[CH:31]=1, predict the reactants needed to synthesize it. The reactants are: [F:1][C:2]1[CH:31]=[C:30]([N+:32]([O-])=O)[CH:29]=[CH:28][C:3]=1[O:4][C:5]1[CH:10]=[CH:9][N:8]=[C:7]2[CH:11]=[C:12]([C:14]3[N:19]=[CH:18][C:17]([CH2:20][CH2:21][N:22]4[CH2:26][CH2:25][CH2:24][C:23]4=[O:27])=[CH:16][CH:15]=3)[S:13][C:6]=12.[Cl-].[NH4+]. (3) The reactants are: [Cl:1][C:2]1[CH:10]=[C:9]2[C:5]([C:6]([C:15]([N:17]3[CH2:22][CH2:21][N:20]([C:23]4[CH:28]=[CH:27][CH:26]=[CH:25][C:24]=4[O:29][CH3:30])[CH2:19][CH2:18]3)=[O:16])=[CH:7][N:8]2[CH2:11][C:12]([OH:14])=O)=[CH:4][CH:3]=1.C(O[C:36](=O)[N:37]([CH2:39][CH2:40][NH2:41])C)(C)(C)C.Cl. Given the product [ClH:1].[Cl:1][C:2]1[CH:10]=[C:9]2[C:5]([C:6]([C:15]([N:17]3[CH2:18][CH2:19][N:20]([C:23]4[CH:28]=[CH:27][CH:26]=[CH:25][C:24]=4[O:29][CH3:30])[CH2:21][CH2:22]3)=[O:16])=[CH:7][N:8]2[CH2:11][C:12]([NH:41][CH2:40][CH2:39][NH:37][CH3:36])=[O:14])=[CH:4][CH:3]=1, predict the reactants needed to synthesize it. (4) Given the product [Si:9]([C:6]1[C:5]([F:16])=[C:4]([F:17])[N:3]=[C:2]([CH:30]([C:29]2[C:24]([Cl:23])=[N:25][CH:26]=[N:27][C:28]=2[Cl:32])[OH:31])[C:7]=1[F:8])([C:12]([CH3:15])([CH3:14])[CH3:13])([CH3:11])[CH3:10], predict the reactants needed to synthesize it. The reactants are: Br[C:2]1[C:7]([F:8])=[C:6]([Si:9]([C:12]([CH3:15])([CH3:14])[CH3:13])([CH3:11])[CH3:10])[C:5]([F:16])=[C:4]([F:17])[N:3]=1.C([Li])CCC.[Cl:23][C:24]1[C:29]([CH:30]=[O:31])=[C:28]([Cl:32])[N:27]=[CH:26][N:25]=1. (5) Given the product [F:1][C:2]([F:22])([F:23])[O:3][C:4]1[CH:9]=[CH:8][C:7](/[CH:10]=[CH:11]/[C:12]2[CH:21]=[CH:20][C:15]([CH2:16][OH:17])=[CH:14][CH:13]=2)=[CH:6][CH:5]=1, predict the reactants needed to synthesize it. The reactants are: [F:1][C:2]([F:23])([F:22])[O:3][C:4]1[CH:9]=[CH:8][C:7](/[CH:10]=[CH:11]/[C:12]2[CH:21]=[CH:20][C:15]([C:16](OC)=[O:17])=[CH:14][CH:13]=2)=[CH:6][CH:5]=1. (6) Given the product [CH3:28][O:29][C:30](=[O:41])[CH2:31][O:32][C:33]1[CH:38]=[CH:37][C:36]([CH2:39][O:8][C:6]2[CH:7]=[C:2]([Cl:1])[CH:3]=[CH:4][C:5]=2[C:9]2[N:13]([CH2:14][C:15]3[CH:20]=[CH:19][CH:18]=[C:17]([Cl:21])[CH:16]=3)[C:12]3[CH:22]=[C:23]([F:27])[C:24]([F:26])=[CH:25][C:11]=3[N:10]=2)=[CH:35][CH:34]=1, predict the reactants needed to synthesize it. The reactants are: [Cl:1][C:2]1[CH:3]=[CH:4][C:5]([C:9]2[N:13]([CH2:14][C:15]3[CH:20]=[CH:19][CH:18]=[C:17]([Cl:21])[CH:16]=3)[C:12]3[CH:22]=[C:23]([F:27])[C:24]([F:26])=[CH:25][C:11]=3[N:10]=2)=[C:6]([OH:8])[CH:7]=1.[CH3:28][O:29][C:30](=[O:41])[CH2:31][O:32][C:33]1[CH:38]=[CH:37][C:36]([CH2:39]Br)=[CH:35][CH:34]=1. (7) Given the product [CH2:1]([O:3][C:4]1[C:5]([NH:10][C:24](=[O:25])[C:23]2[CH:27]=[C:19]([F:18])[CH:20]=[N:21][C:22]=2[O:28][C:29]2[CH:34]=[CH:33][CH:32]=[C:31]([S:35][CH3:36])[CH:30]=2)=[N:6][CH:7]=[CH:8][CH:9]=1)[CH3:2], predict the reactants needed to synthesize it. The reactants are: [CH2:1]([O:3][C:4]1[C:5]([NH2:10])=[N:6][CH:7]=[CH:8][CH:9]=1)[CH3:2].C(N(CC)CC)C.[F:18][C:19]1[CH:20]=[N:21][C:22]([O:28][C:29]2[CH:34]=[CH:33][CH:32]=[C:31]([S:35][CH3:36])[CH:30]=2)=[C:23]([CH:27]=1)[C:24](O)=[O:25].Cl.CN(C)CCCN=C=NCC.ON1C2C=CC=CC=2N=N1. (8) Given the product [N+:1]([C:4]1[CH:9]=[CH:8][C:7]([N:10]2[CH2:11][CH2:12][O:13][CH2:14][CH2:15]2)=[CH:6][C:5]=1[NH2:16])([O-:3])=[O:2], predict the reactants needed to synthesize it. The reactants are: [N+:1]([C:4]1[CH:9]=[CH:8][C:7]([N:10]2[CH2:15][CH2:14][O:13][CH2:12][CH2:11]2)=[CH:6][C:5]=1[NH:16]C(C)=O)([O-:3])=[O:2].Cl.